From a dataset of NCI-60 drug combinations with 297,098 pairs across 59 cell lines. Regression. Given two drug SMILES strings and cell line genomic features, predict the synergy score measuring deviation from expected non-interaction effect. (1) Drug 1: C1=NC2=C(N1)C(=S)N=C(N2)N. Drug 2: CCCCC(=O)OCC(=O)C1(CC(C2=C(C1)C(=C3C(=C2O)C(=O)C4=C(C3=O)C=CC=C4OC)O)OC5CC(C(C(O5)C)O)NC(=O)C(F)(F)F)O. Cell line: K-562. Synergy scores: CSS=36.2, Synergy_ZIP=-0.632, Synergy_Bliss=-0.921, Synergy_Loewe=-1.20, Synergy_HSA=-0.620. (2) Drug 1: C1=CN(C(=O)N=C1N)C2C(C(C(O2)CO)O)O.Cl. Drug 2: C1=CC=C(C=C1)NC(=O)CCCCCCC(=O)NO. Cell line: SN12C. Synergy scores: CSS=20.2, Synergy_ZIP=-3.02, Synergy_Bliss=4.34, Synergy_Loewe=-2.27, Synergy_HSA=5.46.